From a dataset of TCR-epitope binding with 47,182 pairs between 192 epitopes and 23,139 TCRs. Binary Classification. Given a T-cell receptor sequence (or CDR3 region) and an epitope sequence, predict whether binding occurs between them. (1) The epitope is CLGGLLTMV. The TCR CDR3 sequence is CSVLGQGDGEQFF. Result: 1 (the TCR binds to the epitope). (2) The epitope is SLVKPSFYV. The TCR CDR3 sequence is CSATRSSGEPEQFF. Result: 0 (the TCR does not bind to the epitope). (3) The epitope is FPPTSFGPL. The TCR CDR3 sequence is CASSFSSGANEQFF. Result: 0 (the TCR does not bind to the epitope).